Dataset: Full USPTO retrosynthesis dataset with 1.9M reactions from patents (1976-2016). Task: Predict the reactants needed to synthesize the given product. (1) Given the product [C:13]([N:8]1[C:9]2[C:5](=[CH:4][CH:3]=[C:2]([Br:1])[CH:10]=2)[CH:6]([CH3:12])[C:7]1=[O:11])(=[O:15])[CH3:14], predict the reactants needed to synthesize it. The reactants are: [Br:1][C:2]1[CH:10]=[C:9]2[C:5]([CH:6]([CH3:12])[C:7](=[O:11])[NH:8]2)=[CH:4][CH:3]=1.[C:13](OC(=O)C)(=[O:15])[CH3:14]. (2) Given the product [Br:1][C:2]1[CH:3]=[CH:4][C:5]2[S:9][C:8]([CH2:10][CH2:11][N:20]3[CH2:21][CH2:22][CH2:25][CH:23]3[CH3:24])=[N:7][C:6]=2[CH:17]=1, predict the reactants needed to synthesize it. The reactants are: [Br:1][C:2]1[CH:3]=[CH:4][C:5]2[S:9][C:8]([CH2:10][CH2:11]OS(C)(=O)=O)=[N:7][C:6]=2[CH:17]=1.CC[N:20]([CH2:23][CH3:24])[CH2:21][CH3:22].[C:25]([O-])(O)=O.[Na+].[O-]S([O-])(=O)=O.[Mg+2]. (3) Given the product [C:9]1([C:2]2[N:7]=[CH:6][C:5]([NH2:8])=[CH:4][CH:3]=2)[CH:14]=[CH:13][CH:12]=[CH:11][CH:10]=1, predict the reactants needed to synthesize it. The reactants are: Br[C:2]1[N:7]=[CH:6][C:5]([NH2:8])=[CH:4][CH:3]=1.[C:9]1(B(O)O)[CH:14]=[CH:13][CH:12]=[CH:11][CH:10]=1. (4) Given the product [Cl:1][C:2]1([C:5]2[N:22]=[C:21]([S:11]([C:14]3[CH:20]=[CH:19][C:17]([CH3:18])=[CH:16][CH:15]=3)(=[O:13])=[O:12])[S:7][N:6]=2)[CH2:4][CH2:3]1, predict the reactants needed to synthesize it. The reactants are: [Cl:1][C:2]1([C:5]2OC(=O)[S:7][N:6]=2)[CH2:4][CH2:3]1.[S:11]([C:21]#[N:22])([C:14]1[CH:20]=[CH:19][C:17]([CH3:18])=[CH:16][CH:15]=1)(=[O:13])=[O:12].CCCCC. (5) Given the product [CH2:9]([O:8][N:7]=[CH:5][CH2:6][C:16]([NH:28][C:29]1[CH:34]=[CH:33][CH:32]=[C:31]([CH2:35][O:36]/[N:37]=[C:38](\[C:45]2[N:49]([CH3:50])[N:48]=[N:47][N:46]=2)/[C:39]2[CH:44]=[CH:43][CH:42]=[CH:41][CH:40]=2)[N:30]=1)=[O:17])[CH2:10][CH3:11], predict the reactants needed to synthesize it. The reactants are: C(OC(=O)[C:5](=[N:7][O:8][CH2:9][CH2:10][CH3:11])[CH3:6])C.[OH-].[Na+].C(Cl)(=O)[C:16](Cl)=[O:17].C(N(CC)CC)C.[NH2:28][C:29]1[CH:34]=[CH:33][CH:32]=[C:31]([CH2:35][O:36]/[N:37]=[C:38](\[C:45]2[N:49]([CH3:50])[N:48]=[N:47][N:46]=2)/[C:39]2[CH:44]=[CH:43][CH:42]=[CH:41][CH:40]=2)[N:30]=1. (6) Given the product [N+:9]([C:6]1[C:7]([NH2:8])=[C:2]([C:14]2[CH:13]=[N:12][CH:17]=[CH:16][CH:15]=2)[CH:3]=[N:4][CH:5]=1)([O-:11])=[O:10], predict the reactants needed to synthesize it. The reactants are: Br[C:2]1[CH:3]=[N:4][CH:5]=[C:6]([N+:9]([O-:11])=[O:10])[C:7]=1[NH2:8].[N:12]1[CH:17]=[CH:16][CH:15]=[C:14](B(O)O)[CH:13]=1.C([O-])([O-])=O.[Na+].[Na+]. (7) Given the product [CH3:1][O:2][C:3]([C:5]1([CH3:18])[CH2:10][CH2:9][CH2:8][N:7]([C:11]([O:13][C:14]([CH3:17])([CH3:16])[CH3:15])=[O:12])[CH2:6]1)=[O:4], predict the reactants needed to synthesize it. The reactants are: [CH3:1][O:2][C:3]([CH:5]1[CH2:10][CH2:9][CH2:8][N:7]([C:11]([O:13][C:14]([CH3:17])([CH3:16])[CH3:15])=[O:12])[CH2:6]1)=[O:4].[CH3:18][Si](C)(C)N[Si](C)(C)C.[Na].IC. (8) Given the product [C:24]([C:21]1[CH:22]=[C:23]2[C:18](=[CH:19][C:20]=1[O:26][CH2:27][CH2:28][N:29]1[CH:33]=[CH:32][N:31]=[N:30]1)[N:17]=[CH:16][CH:15]=[C:14]2[O:11][C:10]1[C:2]([F:1])=[C:3]2[C:7](=[CH:8][CH:9]=1)[NH:6][C:5]([CH3:12])=[CH:4]2)#[N:25], predict the reactants needed to synthesize it. The reactants are: [F:1][C:2]1[C:10]([OH:11])=[CH:9][CH:8]=[C:7]2[C:3]=1[CH:4]=[C:5]([CH3:12])[NH:6]2.Cl[C:14]1[C:23]2[C:18](=[CH:19][C:20]([O:26][CH2:27][CH2:28][N:29]3[CH:33]=[CH:32][N:31]=[N:30]3)=[C:21]([C:24]#[N:25])[CH:22]=2)[N:17]=[CH:16][CH:15]=1. (9) Given the product [C:46]([C:42]1[CH:41]=[C:40]([C:2]2[C:3]([C@@H:8]([NH:18][C:19](=[O:31])[CH2:20][C:21]3[C:29]4[C:24](=[CH:25][CH:26]=[C:27]([F:30])[CH:28]=4)[NH:23][CH:22]=3)[CH2:9][C:10]3[CH:11]=[C:12]([F:17])[CH:13]=[C:14]([F:16])[CH:15]=3)=[N:4][CH:5]=[CH:6][CH:7]=2)[CH:45]=[CH:44][N:43]=1)#[N:47], predict the reactants needed to synthesize it. The reactants are: Br[C:2]1[C:3]([C@@H:8]([NH:18][C:19](=[O:31])[CH2:20][C:21]2[C:29]3[C:24](=[CH:25][CH:26]=[C:27]([F:30])[CH:28]=3)[NH:23][CH:22]=2)[CH2:9][C:10]2[CH:15]=[C:14]([F:16])[CH:13]=[C:12]([F:17])[CH:11]=2)=[N:4][CH:5]=[CH:6][CH:7]=1.CC1(C)C(C)(C)OB([C:40]2[CH:45]=[CH:44][N:43]=[C:42]([C:46]#[N:47])[CH:41]=2)O1. (10) Given the product [F:15][C:5]([F:4])([F:14])[CH:6]([C:8]1[CH:13]=[CH:12][N:11]=[C:10]([C:1]#[N:3])[CH:9]=1)[CH3:7], predict the reactants needed to synthesize it. The reactants are: [C:1](#[N:3])C.[F:4][C:5]([F:15])([F:14])[CH:6]([C:8]1[CH:13]=[CH:12][N:11]=[CH:10][CH:9]=1)[CH3:7].C[Si](C#N)(C)C.